From a dataset of Forward reaction prediction with 1.9M reactions from USPTO patents (1976-2016). Predict the product of the given reaction. (1) Given the reactants C[C:2]1[CH:3]=[CH:4][C:5]([NH2:10])=[C:6]([NH2:9])[C:7]=1C.[O:11]=[C:12](CC)[C:13](O)=O, predict the reaction product. The product is: [NH:9]1[C:6]2[C:5](=[CH:4][CH:3]=[CH:2][CH:7]=2)[N:10]=[CH:13][C:12]1=[O:11]. (2) Given the reactants [CH2:1]([C:11]1[CH:16]=[CH:15][C:14](/[CH:17]=[CH:18]/[C:19](OC)=[O:20])=[CH:13][CH:12]=1)[CH2:2][CH2:3][CH2:4][CH2:5][CH2:6][CH2:7][CH2:8][CH2:9][CH3:10].[H-], predict the reaction product. The product is: [CH2:1]([C:11]1[CH:12]=[CH:13][C:14](/[CH:17]=[CH:18]/[CH2:19][OH:20])=[CH:15][CH:16]=1)[CH2:2][CH2:3][CH2:4][CH2:5][CH2:6][CH2:7][CH2:8][CH2:9][CH3:10]. (3) Given the reactants [OH:1][C:2]1[CH:7]=[CH:6][C:5]([CH2:8][CH2:9][CH2:10][CH2:11][CH2:12][CH2:13][CH2:14][CH2:15][CH3:16])=[CH:4][C:3]=1[C:17](=O)[CH2:18][C:19](=O)[CH2:20][CH2:21][CH2:22][CH2:23][CH2:24][CH2:25][CH2:26][CH2:27][CH3:28].O.[NH2:32][NH2:33], predict the reaction product. The product is: [CH2:8]([C:5]1[CH:6]=[CH:7][C:2]([OH:1])=[C:3]([C:17]2[CH:18]=[C:19]([CH2:20][CH2:21][CH2:22][CH2:23][CH2:24][CH2:25][CH2:26][CH2:27][CH3:28])[NH:33][N:32]=2)[CH:4]=1)[CH2:9][CH2:10][CH2:11][CH2:12][CH2:13][CH2:14][CH2:15][CH3:16]. (4) Given the reactants [ClH:1].C(OC(=O)[NH:8][C@H:9]([C:13]([N:15]1[CH2:20][CH2:19][CH:18]([NH:21][C:22]2[CH:27]=[CH:26][CH:25]=[CH:24][N:23]=2)[CH2:17][CH2:16]1)=[O:14])[CH:10]([CH3:12])[CH3:11])(C)(C)C, predict the reaction product. The product is: [ClH:1].[ClH:1].[ClH:1].[NH2:8][C@@H:9]([CH:10]([CH3:12])[CH3:11])[C:13]([N:15]1[CH2:20][CH2:19][CH:18]([NH:21][C:22]2[CH:27]=[CH:26][CH:25]=[CH:24][N:23]=2)[CH2:17][CH2:16]1)=[O:14].